This data is from Catalyst prediction with 721,799 reactions and 888 catalyst types from USPTO. The task is: Predict which catalyst facilitates the given reaction. (1) Reactant: [NH2:1][C:2]([CH3:33])([CH3:32])[CH2:3][NH:4][C:5]1[N:10]=[C:9]([O:11][C:12]2[C:17]3[N:18]=[C:19]([NH2:21])[S:20][C:16]=3[CH:15]=[CH:14][CH:13]=2)[CH:8]=[C:7]([C:22]2[CH:27]=[CH:26][C:25]([C:28]([F:31])([F:30])[F:29])=[CH:24][CH:23]=2)[N:6]=1.[CH2:34]([CH2:38][CH:39]=O)[CH2:35][CH:36]=O.C(O[BH-](OC(=O)C)OC(=O)C)(=O)C.[Na+]. Product: [CH3:32][C:2]([N:1]1[CH2:39][CH2:38][CH2:34][CH2:35][CH2:36]1)([CH3:33])[CH2:3][NH:4][C:5]1[N:10]=[C:9]([O:11][C:12]2[C:17]3[N:18]=[C:19]([NH2:21])[S:20][C:16]=3[CH:15]=[CH:14][CH:13]=2)[CH:8]=[C:7]([C:22]2[CH:27]=[CH:26][C:25]([C:28]([F:29])([F:30])[F:31])=[CH:24][CH:23]=2)[N:6]=1. The catalyst class is: 26. (2) Reactant: [CH3:1][O:2][C:3]1[CH:8]=[CH:7][C:6]([CH2:9][CH:10]([NH2:12])[CH3:11])=[CH:5][CH:4]=1.[CH:13](OCC)=[O:14]. The catalyst class is: 12. Product: [CH3:1][O:2][C:3]1[CH:8]=[CH:7][C:6]([CH2:9][CH:10]([NH:12][CH:13]=[O:14])[CH3:11])=[CH:5][CH:4]=1. (3) Reactant: [Cl:1][C:2]1[NH:11][C:10]2[C:9](=[O:12])[N:7]([CH3:8])[C:6](=[O:13])[N:5]([CH3:14])[C:4]=2[N:3]=1.[CH3:15][C:16]1[CH:17]=[C:18](OB(O)O)[CH:19]=[CH:20][CH:21]=1.N1C=CC=CC=1. Product: [CH3:8][N:7]1[C:9](=[O:12])[C:10]2[N:11]([C:20]3[CH:19]=[CH:18][CH:17]=[C:16]([CH3:15])[CH:21]=3)[C:2]([Cl:1])=[N:3][C:4]=2[N:5]([CH3:14])[C:6]1=[O:13]. The catalyst class is: 2. (4) The catalyst class is: 7. Reactant: [Cl:1][C:2]1[CH:3]=[C:4]([C@@H:8]([OH:19])[CH2:9][NH:10][CH2:11][CH2:12][C:13]2[CH:18]=[CH:17][CH:16]=[CH:15][CH:14]=2)[CH:5]=[CH:6][CH:7]=1.[C:20](N1C=CN=C1)(N1C=CN=C1)=[O:21].O. Product: [Cl:1][C:2]1[CH:3]=[C:4]([C@H:8]2[O:19][C:20](=[O:21])[N:10]([CH2:11][CH2:12][C:13]3[CH:14]=[CH:15][CH:16]=[CH:17][CH:18]=3)[CH2:9]2)[CH:5]=[CH:6][CH:7]=1. (5) Reactant: CCN=C=NCCCN(C)C.ON1C2N=CC=CC=2N=N1.[CH2:22]([O:29][C:30](=[O:40])[CH2:31][C:32]1([C:37]([OH:39])=O)[CH2:36][CH2:35][CH2:34][CH2:33]1)[C:23]1[CH:28]=[CH:27][CH:26]=[CH:25][CH:24]=1.C(OC(C1(CC(O)=O)CCCC1)=O)C1C=CC=CC=1.Cl.[C:61]([O:65][C:66](=[O:83])[CH2:67][CH:68]([NH2:82])[CH2:69][C:70]1[CH:75]=[CH:74][C:73]([C:76]2[CH:81]=[CH:80][CH:79]=[CH:78][CH:77]=2)=[CH:72][CH:71]=1)([CH3:64])([CH3:63])[CH3:62].CCN(C(C)C)C(C)C. Product: [CH2:22]([O:29][C:30](=[O:40])[CH2:31][C:32]1([C:37]([NH:82][CH:68]([CH2:69][C:70]2[CH:75]=[CH:74][C:73]([C:76]3[CH:81]=[CH:80][CH:79]=[CH:78][CH:77]=3)=[CH:72][CH:71]=2)[CH2:67][C:66]([O:65][C:61]([CH3:64])([CH3:62])[CH3:63])=[O:83])=[O:39])[CH2:33][CH2:34][CH2:35][CH2:36]1)[C:23]1[CH:24]=[CH:25][CH:26]=[CH:27][CH:28]=1. The catalyst class is: 18. (6) Reactant: N[C:2]1[CH:3]=[C:4]([CH:9]=[C:10]([N+:13]([O-:15])=[O:14])[C:11]=1[CH3:12])[C:5]([O:7][CH3:8])=[O:6].N([O-])=O.[Na+].[I-:20].[K+]. Product: [I:20][C:2]1[CH:3]=[C:4]([CH:9]=[C:10]([N+:13]([O-:15])=[O:14])[C:11]=1[CH3:12])[C:5]([O:7][CH3:8])=[O:6]. The catalyst class is: 126.